This data is from Forward reaction prediction with 1.9M reactions from USPTO patents (1976-2016). The task is: Predict the product of the given reaction. (1) Given the reactants [CH3:1][C:2]([CH3:8])([CH3:7])[CH:3]([OH:6])[C:4]#[CH:5].[Si:9](OS(C(F)(F)F)(=O)=O)([C:12]([CH3:15])([CH3:14])[CH3:13])([CH3:11])[CH3:10].N1C=CN=C1.C([O-])(O)=O.[Na+], predict the reaction product. The product is: [C:12]([Si:9]([O:6][CH:3]([C:2]([CH3:8])([CH3:7])[CH3:1])[C:4]#[CH:5])([CH3:11])[CH3:10])([CH3:15])([CH3:14])[CH3:13]. (2) Given the reactants [Br:1][C:2]1[S:6][C:5]([NH:7][C:8]([NH:10][S:11]([C:14]2[CH:15]=[N:16][C:17](Cl)=[C:18]([Cl:20])[CH:19]=2)(=[O:13])=[O:12])=[O:9])=[N:4][CH:3]=1.[CH3:22][CH:23]1[CH2:27][CH2:26][CH2:25][NH:24]1, predict the reaction product. The product is: [Br:1][C:2]1[S:6][C:5]([NH:7][C:8]([NH:10][S:11]([C:14]2[CH:15]=[N:16][C:17]([N:24]3[CH2:25][CH2:26][CH2:27][CH:23]3[CH3:22])=[C:18]([Cl:20])[CH:19]=2)(=[O:13])=[O:12])=[O:9])=[N:4][CH:3]=1.